Dataset: NCI-60 drug combinations with 297,098 pairs across 59 cell lines. Task: Regression. Given two drug SMILES strings and cell line genomic features, predict the synergy score measuring deviation from expected non-interaction effect. (1) Drug 1: CCCCCOC(=O)NC1=NC(=O)N(C=C1F)C2C(C(C(O2)C)O)O. Drug 2: C1C(C(OC1N2C=NC3=C2NC=NCC3O)CO)O. Cell line: 786-0. Synergy scores: CSS=0.851, Synergy_ZIP=0.776, Synergy_Bliss=2.63, Synergy_Loewe=0.584, Synergy_HSA=0.478. (2) Drug 2: CCC1(CC2CC(C3=C(CCN(C2)C1)C4=CC=CC=C4N3)(C5=C(C=C6C(=C5)C78CCN9C7C(C=CC9)(C(C(C8N6C=O)(C(=O)OC)O)OC(=O)C)CC)OC)C(=O)OC)O.OS(=O)(=O)O. Cell line: A498. Drug 1: C1=CC(=CC=C1C#N)C(C2=CC=C(C=C2)C#N)N3C=NC=N3. Synergy scores: CSS=-0.435, Synergy_ZIP=1.01, Synergy_Bliss=2.19, Synergy_Loewe=-0.106, Synergy_HSA=0.456. (3) Drug 1: CC12CCC(CC1=CCC3C2CCC4(C3CC=C4C5=CN=CC=C5)C)O. Drug 2: CN1CCC(CC1)COC2=C(C=C3C(=C2)N=CN=C3NC4=C(C=C(C=C4)Br)F)OC. Cell line: SNB-19. Synergy scores: CSS=4.21, Synergy_ZIP=-0.653, Synergy_Bliss=2.61, Synergy_Loewe=1.06, Synergy_HSA=2.29. (4) Drug 1: CC1=C(N=C(N=C1N)C(CC(=O)N)NCC(C(=O)N)N)C(=O)NC(C(C2=CN=CN2)OC3C(C(C(C(O3)CO)O)O)OC4C(C(C(C(O4)CO)O)OC(=O)N)O)C(=O)NC(C)C(C(C)C(=O)NC(C(C)O)C(=O)NCCC5=NC(=CS5)C6=NC(=CS6)C(=O)NCCC[S+](C)C)O. Drug 2: CN1C2=C(C=C(C=C2)N(CCCl)CCCl)N=C1CCCC(=O)O.Cl. Cell line: DU-145. Synergy scores: CSS=27.6, Synergy_ZIP=-2.85, Synergy_Bliss=1.23, Synergy_Loewe=-32.7, Synergy_HSA=-2.65.